This data is from Full USPTO retrosynthesis dataset with 1.9M reactions from patents (1976-2016). The task is: Predict the reactants needed to synthesize the given product. (1) Given the product [F:34][C:31]1[CH:32]=[CH:33][C:28]([C:27]([NH:26][CH2:25][C:7]2([C:21]([F:24])([F:23])[F:22])[C:6]3[CH:36]=[C:2]([N:85]4[CH2:89][CH2:88][CH2:87][C:86]4=[O:90])[CH:3]=[CH:4][C:5]=3[N:10]([CH2:11][C:12]3[CH:17]=[CH:16][C:15]([O:18][CH3:19])=[CH:14][CH:13]=3)[C:9](=[O:20])[O:8]2)=[O:35])=[CH:29][CH:30]=1, predict the reactants needed to synthesize it. The reactants are: Br[C:2]1[CH:3]=[CH:4][C:5]2[N:10]([CH2:11][C:12]3[CH:17]=[CH:16][C:15]([O:18][CH3:19])=[CH:14][CH:13]=3)[C:9](=[O:20])[O:8][C:7]([CH2:25][NH:26][C:27](=[O:35])[C:28]3[CH:33]=[CH:32][C:31]([F:34])=[CH:30][CH:29]=3)([C:21]([F:24])([F:23])[F:22])[C:6]=2[CH:36]=1.CC1(C)C2C(=C(P(C3C=CC=CC=3)C3C=CC=CC=3)C=CC=2)OC2C(P(C3C=CC=CC=3)C3C=CC=CC=3)=CC=CC1=2.C(=O)([O-])[O-].[Cs+].[Cs+].[NH:85]1[CH2:89][CH2:88][CH2:87][C:86]1=[O:90]. (2) Given the product [C:1]([CH:3]1[CH2:5][N:4]1[C:14]([O:16][C:17]1[CH:18]=[CH:19][C:20]([N+:23]([O-:25])=[O:24])=[CH:21][CH:22]=1)=[O:15])#[N:2], predict the reactants needed to synthesize it. The reactants are: [C:1]([CH:3]1[CH2:5][NH:4]1)#[N:2].C(N(CC)CC)C.Cl[C:14]([O:16][C:17]1[CH:22]=[CH:21][C:20]([N+:23]([O-:25])=[O:24])=[CH:19][CH:18]=1)=[O:15].